From a dataset of Full USPTO retrosynthesis dataset with 1.9M reactions from patents (1976-2016). Predict the reactants needed to synthesize the given product. (1) Given the product [C:16]([C:18]1[CH:19]=[C:20]([NH:24][C:25]([N:8]2[CH2:7][CH2:6][N:5]([C:9]([O:11][C:12]([CH3:15])([CH3:14])[CH3:13])=[O:10])[CH2:4][CH:3]2[CH2:2][OH:1])=[O:26])[CH:21]=[CH:22][CH:23]=1)#[N:17], predict the reactants needed to synthesize it. The reactants are: [OH:1][CH2:2][CH:3]1[NH:8][CH2:7][CH2:6][N:5]([C:9]([O:11][C:12]([CH3:15])([CH3:14])[CH3:13])=[O:10])[CH2:4]1.[C:16]([C:18]1[CH:19]=[C:20]([N:24]=[C:25]=[O:26])[CH:21]=[CH:22][CH:23]=1)#[N:17]. (2) Given the product [CH3:24][C:21]1[CH:22]=[CH:23][C:18]([C:14]2[CH2:15][CH2:16][CH2:17][C:13]=2[C:11]([NH:10][C:7]2[CH:6]=[CH:5][C:4]([NH:3][CH2:25][CH2:26][C:27]3[CH:32]=[CH:31][CH:30]=[CH:29][N:28]=3)=[CH:9][CH:8]=2)=[O:12])=[CH:19][CH:20]=1, predict the reactants needed to synthesize it. The reactants are: C([N:3]([CH2:25][CH2:26][C:27]1[CH:32]=[CH:31][CH:30]=[CH:29][N:28]=1)[C:4]1[CH:9]=[CH:8][C:7]([NH:10][C:11]([C:13]2[CH2:17][CH2:16][CH2:15][C:14]=2[C:18]2[CH:23]=[CH:22][C:21]([CH3:24])=[CH:20][CH:19]=2)=[O:12])=[CH:6][CH:5]=1)=O.Cl.C(OCC)(=O)C.C(=O)([O-])[O-].[K+].[K+]. (3) Given the product [CH3:1][O:2][C:3]1[CH:4]=[C:5]([CH3:29])[C:6]([S:10]([N:13]2[C:22]3[C:17](=[CH:18][CH:19]=[CH:20][CH:21]=3)[CH2:16][CH2:15][C@H:14]2[CH2:23][O:24][CH2:25][C:26]([N:54]2[CH2:55][CH2:56][C:51]3[O:50][N:49]=[C:48]([C:45]4[CH:46]=[CH:47][N:42]=[CH:43][CH:44]=4)[C:52]=3[CH2:53]2)=[O:27])(=[O:11])=[O:12])=[C:7]([CH3:9])[CH:8]=1, predict the reactants needed to synthesize it. The reactants are: [CH3:1][O:2][C:3]1[CH:8]=[C:7]([CH3:9])[C:6]([S:10]([N:13]2[C:22]3[C:17](=[CH:18][CH:19]=[CH:20][CH:21]=3)[CH2:16][CH2:15][C@H:14]2[CH2:23][O:24][CH2:25][C:26](O)=[O:27])(=[O:12])=[O:11])=[C:5]([CH3:29])[CH:4]=1.C(N1C=CN=C1)(N1C=CN=C1)=O.[N:42]1[CH:47]=[CH:46][C:45]([C:48]2[C:52]3[CH2:53][NH:54][CH2:55][CH2:56][C:51]=3[O:50][N:49]=2)=[CH:44][CH:43]=1.C(=O)([O-])O.[Na+].